This data is from Full USPTO retrosynthesis dataset with 1.9M reactions from patents (1976-2016). The task is: Predict the reactants needed to synthesize the given product. (1) The reactants are: [H-].[Na+].[CH3:3][C:4]1[C:13]([CH3:14])=[C:12](O)[C:11]2[C:6](=[C:7]([F:20])[CH:8]=[C:9]([C:16]([CH3:19])([CH3:18])[CH3:17])[CH:10]=2)[N:5]=1.[C:21]([O:24][CH2:25][C:26](Cl)=[O:27])(=[O:23])[CH3:22]. Given the product [CH3:3][C:4]1[C:13]([CH3:14])=[C:12]([C:26](=[O:27])[CH2:25][O:24][C:21](=[O:23])[CH3:22])[C:11]2[C:6](=[C:7]([F:20])[CH:8]=[C:9]([C:16]([CH3:19])([CH3:18])[CH3:17])[CH:10]=2)[N:5]=1, predict the reactants needed to synthesize it. (2) Given the product [F:1][C:2]1[CH:7]=[CH:6][C:5]([CH:8]2[N:12]([S:13]([C:16]3[CH:21]=[CH:20][C:19]([CH3:22])=[CH:18][CH:17]=3)(=[O:14])=[O:15])[CH:11]([CH2:23][CH2:24][CH2:25][C:26]3[N:28]=[CH:34][CH:33]=[CH:32][N:27]=3)[CH2:10][CH2:9]2)=[CH:4][CH:3]=1, predict the reactants needed to synthesize it. The reactants are: [F:1][C:2]1[CH:7]=[CH:6][C:5]([CH:8]2[N:12]([S:13]([C:16]3[CH:21]=[CH:20][C:19]([CH3:22])=[CH:18][CH:17]=3)(=[O:15])=[O:14])[CH:11]([CH2:23][CH2:24][CH2:25][C:26]([NH2:28])=[NH:27])[CH2:10][CH2:9]2)=[CH:4][CH:3]=1.C(O[CH:32](OCC)[CH2:33][CH:34](OCC)OCC)C. (3) The reactants are: [F:1][C:2]([F:27])([F:26])[S:3](OC1C(C2C=CC(Cl)=CC=2)=C2C(=CC=1Cl)N=C(C)C=C2)(=[O:5])=[O:4].[Br:28][C:29]1[C:38]([OH:39])=[C:37]([CH3:40])[CH:36]=[C:35]2[C:30]=1[CH:31]=[CH:32][C:33]([C:41]([F:44])([F:43])[F:42])=[N:34]2. Given the product [F:1][C:2]([F:27])([F:26])[S:3]([O:39][C:38]1[C:29]([Br:28])=[C:30]2[C:35](=[CH:36][C:37]=1[CH3:40])[N:34]=[C:33]([C:41]([F:42])([F:43])[F:44])[CH:32]=[CH:31]2)(=[O:5])=[O:4], predict the reactants needed to synthesize it. (4) Given the product [C:26]([N:2]1[CH2:3][CH2:4][C:5]2([CH2:10][CH2:9][CH2:8][N:7]([C:11]3[CH:57]=[CH:58][C:53]([C:51]([NH:50][C:40]4[CH:41]=[C:42]([C:45]5[S:46][CH:47]=[CH:48][CH:49]=5)[CH:43]=[CH:44][C:39]=4[NH2:38])=[O:52])=[CH:54][N:55]=3)[CH2:6]2)[CH2:1]1)(=[O:27])[CH3:25], predict the reactants needed to synthesize it. The reactants are: [CH2:1]1[C:5]2([CH2:10][CH2:9][CH2:8][N:7]([C:11](OC(C)(C)C)=O)[CH2:6]2)[CH2:4][CH2:3][NH:2]1.CCN(CC)CC.[CH3:25][C:26](OC(C)=O)=[O:27].C(OC(=O)[NH:38][C:39]1[CH:44]=[CH:43][C:42]([C:45]2[S:46][CH:47]=[CH:48][CH:49]=2)=[CH:41][C:40]=1[NH:50][C:51]([C:53]1[CH:54]=[N:55]C(Cl)=[CH:57][CH:58]=1)=[O:52])(C)(C)C. (5) Given the product [CH3:28][N:27]1[C:23]([C:9]2[CH:10]=[C:11]([CH2:15][C:16]([O:18][CH2:19][CH3:20])=[O:17])[CH:12]=[CH:13][CH:14]=2)=[CH:24][CH:25]=[N:26]1, predict the reactants needed to synthesize it. The reactants are: CC1(C)C(C)(C)OB([C:9]2[CH:10]=[C:11]([CH2:15][C:16]([O:18][CH2:19][CH3:20])=[O:17])[CH:12]=[CH:13][CH:14]=2)O1.Br[C:23]1[N:27]([CH3:28])[N:26]=[CH:25][CH:24]=1.C([O-])([O-])=O.[K+].[K+].O1CCOCC1. (6) Given the product [CH2:23]([O:30][C:31]([N:33]1[CH2:39][CH2:38][CH2:37][CH2:36][CH:35]([CH:40]=[O:41])[CH2:34]1)=[O:32])[C:24]1[CH:29]=[CH:28][CH:27]=[CH:26][CH:25]=1, predict the reactants needed to synthesize it. The reactants are: CC(OI1(OC(C)=O)(OC(C)=O)OC(=O)C2C=CC=CC1=2)=O.[CH2:23]([O:30][C:31]([N:33]1[CH2:39][CH2:38][CH2:37][CH2:36][CH:35]([CH2:40][OH:41])[CH2:34]1)=[O:32])[C:24]1[CH:29]=[CH:28][CH:27]=[CH:26][CH:25]=1. (7) Given the product [CH3:1][N:2]1[CH:6]([C:7]([O:9][C:10]([CH3:11])([CH3:13])[CH3:12])=[O:8])[CH2:5][N:4]([C:16]2[CH:21]=[N:20][C:19]([O:22][CH3:23])=[CH:18][CH:17]=2)[C:3]1=[O:14], predict the reactants needed to synthesize it. The reactants are: [CH3:1][N:2]1[CH:6]([C:7]([O:9][C:10]([CH3:13])([CH3:12])[CH3:11])=[O:8])[CH2:5][NH:4][C:3]1=[O:14].Br[C:16]1[CH:17]=[CH:18][C:19]([O:22][CH3:23])=[N:20][CH:21]=1.C(=O)([O-])[O-].[Cs+].[Cs+].CC1(C)C2C(=C(P(C3C=CC=CC=3)C3C=CC=CC=3)C=CC=2)OC2C(P(C3C=CC=CC=3)C3C=CC=CC=3)=CC=CC1=2. (8) The reactants are: [CH2:1]([NH2:13])[CH2:2][CH2:3][CH2:4][CH2:5][CH2:6][CH2:7][CH2:8][CH2:9][CH2:10][CH2:11][CH3:12].[C:14]([OH:18])(=[O:17])[CH:15]=[CH2:16]. Given the product [CH2:1]([NH:13][CH2:16][CH2:15][C:14]([OH:18])=[O:17])[CH2:2][CH2:3][CH2:4][CH2:5][CH2:6][CH2:7][CH2:8][CH2:9][CH2:10][CH2:11][CH3:12], predict the reactants needed to synthesize it. (9) Given the product [CH2:29]([CH:31]([CH2:35][CH3:36])[C:32]([NH:1][C:2]1[CH:3]=[CH:4][C:5]([CH2:8][CH2:9][N:10]2[C:14](=[O:15])[C:13]([C:16]3[CH:21]=[CH:20][CH:19]=[CH:18][CH:17]=3)([C:22]3[CH:23]=[CH:24][CH:25]=[CH:26][CH:27]=3)[N:12]=[C:11]2[CH3:28])=[CH:6][CH:7]=1)=[O:33])[CH3:30], predict the reactants needed to synthesize it. The reactants are: [NH2:1][C:2]1[CH:7]=[CH:6][C:5]([CH2:8][CH2:9][N:10]2[C:14](=[O:15])[C:13]([C:22]3[CH:27]=[CH:26][CH:25]=[CH:24][CH:23]=3)([C:16]3[CH:21]=[CH:20][CH:19]=[CH:18][CH:17]=3)[N:12]=[C:11]2[CH3:28])=[CH:4][CH:3]=1.[CH2:29]([CH:31]([CH2:35][CH3:36])[C:32](O)=[O:33])[CH3:30].F[P-](F)(F)(F)(F)F.Br[P+](N1CCCC1)(N1CCCC1)N1CCCC1.C(N(C(C)C)C(C)C)C. (10) Given the product [NH2:18][C:16]1[CH:15]=[C:14]([CH3:26])[C:13]2[N:9]([CH3:8])[C:10](=[O:27])[O:11][C:12]=2[CH:17]=1, predict the reactants needed to synthesize it. The reactants are: C(O)(C(F)(F)F)=O.[CH3:8][N:9]1[C:13]2[C:14]([CH3:26])=[CH:15][C:16]([NH:18]C(=O)OC(C)(C)C)=[CH:17][C:12]=2[O:11][C:10]1=[O:27].